Dataset: Full USPTO retrosynthesis dataset with 1.9M reactions from patents (1976-2016). Task: Predict the reactants needed to synthesize the given product. (1) The reactants are: [F:1][C:2]([F:16])([F:15])[O:3][C:4]1[CH:9]=[CH:8][C:7]([CH:10]=[CH:11][N+:12]([O-])=O)=[CH:6][CH:5]=1.[H][H].[ClH:19]. Given the product [ClH:19].[F:1][C:2]([F:15])([F:16])[O:3][C:4]1[CH:5]=[CH:6][C:7]([CH2:10][CH2:11][NH2:12])=[CH:8][CH:9]=1, predict the reactants needed to synthesize it. (2) The reactants are: [O:1]1[C:5]2[CH:6]=[CH:7][C:8]([C:10](=[O:13])[CH2:11][CH3:12])=[CH:9][C:4]=2[CH:3]=[CH:2]1.[CH2:14](O)[CH2:15][OH:16].CC1C=CC(S(O)(=O)=O)=CC=1. Given the product [CH2:11]([C:10]1([C:8]2[CH:7]=[CH:6][C:5]3[O:1][CH:2]=[CH:3][C:4]=3[CH:9]=2)[O:16][CH2:15][CH2:14][O:13]1)[CH3:12], predict the reactants needed to synthesize it. (3) Given the product [F:15][C:10]1[CH:9]=[C:8]([C@@H:7]2[CH2:6][N:5]([CH2:16][CH2:17][OH:18])[CH2:4][C@H:3]2[NH:2][C:27]([NH:26][C:23]2[N:22]([C:36]3[CH:37]=[CH:38][CH:39]=[CH:40][CH:41]=3)[N:21]=[C:20]([CH3:19])[C:24]=2[CH3:25])=[O:28])[CH:13]=[CH:12][C:11]=1[F:14], predict the reactants needed to synthesize it. The reactants are: Cl.[NH2:2][C@H:3]1[C@H:7]([C:8]2[CH:13]=[CH:12][C:11]([F:14])=[C:10]([F:15])[CH:9]=2)[CH2:6][N:5]([CH2:16][CH2:17][OH:18])[CH2:4]1.[CH3:19][C:20]1[C:24]([CH3:25])=[C:23]([NH:26][C:27](=O)[O:28]C2C=CC=CC=2)[N:22]([C:36]2[CH:41]=[CH:40][CH:39]=[CH:38][CH:37]=2)[N:21]=1.CCN(C(C)C)C(C)C. (4) The reactants are: [CH3:1][O:2][C:3]1[CH:4]=[C:5]([C:10]([C@@H:12]2[C@:21]3([CH3:22])[C@H:16]([C:17]([CH3:24])([CH3:23])[CH2:18][CH2:19][CH2:20]3)[CH2:15][C@@H:14]([OH:25])[C@@H:13]2[CH3:26])=[O:11])[CH:6]=[C:7]([CH3:9])[CH:8]=1.C1C=C[NH+]=CC=1.[O-][Cr](Cl)(=O)=O. Given the product [CH3:1][O:2][C:3]1[CH:4]=[C:5]([C:10]([C@@H:12]2[C@:21]3([CH3:22])[C@H:16]([C:17]([CH3:24])([CH3:23])[CH2:18][CH2:19][CH2:20]3)[CH2:15][C:14](=[O:25])[C@@H:13]2[CH3:26])=[O:11])[CH:6]=[C:7]([CH3:9])[CH:8]=1, predict the reactants needed to synthesize it. (5) Given the product [OH:46][CH2:45][CH2:44][NH:43][C:38]1[N:37]=[C:36]([C:32]2[CH:31]=[C:30]([C:28]3[CH2:27][C:26](=[O:47])[NH:19][C:9]4[CH:10]=[C:11]([C:15]([F:16])([F:17])[F:18])[C:12]([CH3:14])=[CH:13][C:8]=4[N:7]=3)[CH:35]=[CH:34][CH:33]=2)[CH:41]=[C:40]([CH3:42])[N:39]=1, predict the reactants needed to synthesize it. The reactants are: C(OC(=O)[NH:7][C:8]1[CH:13]=[C:12]([CH3:14])[C:11]([C:15]([F:18])([F:17])[F:16])=[CH:10][C:9]=1[NH2:19])(C)(C)C.C(O[C:26](=[O:47])[CH2:27][C:28]([C:30]1[CH:35]=[CH:34][CH:33]=[C:32]([C:36]2[CH:41]=[C:40]([CH3:42])[N:39]=[C:38]([NH:43][CH2:44][CH2:45][OH:46])[N:37]=2)[CH:31]=1)=O)(C)(C)C. (6) Given the product [NH2:26][C:24]1[C:25]2=[C:17]([C:12]3[CH:13]=[CH:14][C:15]4[C:10]([CH:11]=3)=[N:9][N:8]([CH2:1][C:2]3[CH:7]=[CH:6][CH:5]=[CH:4][CH:3]=3)[CH:16]=4)[CH:18]=[C:19]([CH2:27][CH2:28][N:36]3[CH2:37][CH2:38][N:33]([C:30](=[O:32])[CH3:31])[CH2:34][CH2:35]3)[N:20]2[N:21]=[CH:22][N:23]=1, predict the reactants needed to synthesize it. The reactants are: [CH2:1]([N:8]1[CH:16]=[C:15]2[C:10]([CH:11]=[C:12]([C:17]3[CH:18]=[C:19]([CH2:27][CH2:28]Br)[N:20]4[C:25]=3[C:24]([NH2:26])=[N:23][CH:22]=[N:21]4)[CH:13]=[CH:14]2)=[N:9]1)[C:2]1[CH:7]=[CH:6][CH:5]=[CH:4][CH:3]=1.[C:30]([N:33]1[CH2:38][CH2:37][NH:36][CH2:35][CH2:34]1)(=[O:32])[CH3:31].C(N(CC)CC)C.[I-].[Na+]. (7) Given the product [CH2:28]([CH:35]1[C:44]2[CH:43]=[C:42]([O:45][CH3:46])[CH:41]=[CH:40][C:39]=2[CH2:38][CH2:37][C:36](=[O:8])[NH:47]1)[C:29]1[CH:34]=[CH:33][CH:32]=[CH:31][CH:30]=1.[CH2:28]([CH:35]1[C:44]2[CH:43]=[C:42]([O:45][CH3:46])[CH:41]=[CH:40][C:39]=2[CH2:38][CH2:37][NH:47][C:36]1=[O:8])[C:29]1[CH:34]=[CH:33][CH:32]=[CH:31][CH:30]=1, predict the reactants needed to synthesize it. The reactants are: C1(C)C=CC(S(Cl)(=O)=[O:8])=CC=1.C(N(CC)CC)C.CN(C1C=CC=CN=1)C.[CH2:28]([CH:35]1[C:44]2[C:39](=[CH:40][CH:41]=[C:42]([O:45][CH3:46])[CH:43]=2)[CH2:38][CH2:37][C:36]1=[N:47]O)[C:29]1[CH:34]=[CH:33][CH:32]=[CH:31][CH:30]=1. (8) Given the product [CH3:14][N:16]([CH3:19])[S:23]([NH:22][N:1]1[CH2:2][CH2:3][NH:4][CH2:5][CH2:6]1)(=[O:25])=[O:24], predict the reactants needed to synthesize it. The reactants are: [N:1]1(C(OC(C)(C)C)=O)[CH2:6][CH2:5][NH:4][CH2:3][CH2:2]1.[CH2:14]([N:16]([CH2:19]C)CC)C.C[N:22](C)[S:23](Cl)(=[O:25])=[O:24].FC(F)(F)C(O)=O.[OH-].[Na+].